From a dataset of Peptide-MHC class I binding affinity with 185,985 pairs from IEDB/IMGT. Regression. Given a peptide amino acid sequence and an MHC pseudo amino acid sequence, predict their binding affinity value. This is MHC class I binding data. The peptide sequence is LPYSQPQPF. The MHC is Patr-B1301 with pseudo-sequence Patr-B1301. The binding affinity (normalized) is 0.977.